From a dataset of Full USPTO retrosynthesis dataset with 1.9M reactions from patents (1976-2016). Predict the reactants needed to synthesize the given product. Given the product [F:30][C:27]1[CH:28]=[CH:29][C:24]([CH2:23][N:1]2[CH2:2][CH2:3][C:4]3([O:11][C:10]4[C:12]5[C:17]([C:18](=[O:21])[C:19](=[O:20])[C:9]=4[S:8][CH2:7]3)=[CH:16][CH:15]=[CH:14][CH:13]=5)[CH2:5][CH2:6]2)=[CH:25][CH:26]=1, predict the reactants needed to synthesize it. The reactants are: [NH:1]1[CH2:6][CH2:5][C:4]2([O:11][C:10]3[C:12]4[C:17]([C:18](=[O:21])[C:19](=[O:20])[C:9]=3[S:8][CH2:7]2)=[CH:16][CH:15]=[CH:14][CH:13]=4)[CH2:3][CH2:2]1.Br[CH2:23][C:24]1[CH:29]=[CH:28][C:27]([F:30])=[CH:26][CH:25]=1.